Dataset: Full USPTO retrosynthesis dataset with 1.9M reactions from patents (1976-2016). Task: Predict the reactants needed to synthesize the given product. Given the product [Cl:1][C:2]1[S:3][C:4]([C:7](=[O:9])[CH3:8])=[CH:5][C:6]=1[N+:10]([O-:12])=[O:11], predict the reactants needed to synthesize it. The reactants are: [Cl:1][C:2]1[S:3][C:4]([C:7](=[O:9])[CH3:8])=[CH:5][CH:6]=1.[N+:10]([O-])([OH:12])=[O:11].